From a dataset of Catalyst prediction with 721,799 reactions and 888 catalyst types from USPTO. Predict which catalyst facilitates the given reaction. Reactant: [C:1]([O:5][C:6]([N:8]1[CH2:13][CH2:12][NH:11][CH2:10][CH2:9]1)=[O:7])([CH3:4])([CH3:3])[CH3:2].N1C=CC=CC=1.[F:20][C:21]([F:32])([F:31])[C:22](O[C:22](=[O:23])[C:21]([F:32])([F:31])[F:20])=[O:23]. Product: [F:20][C:21]([F:32])([F:31])[C:22]([N:11]1[CH2:12][CH2:13][N:8]([C:6]([O:5][C:1]([CH3:4])([CH3:2])[CH3:3])=[O:7])[CH2:9][CH2:10]1)=[O:23]. The catalyst class is: 124.